Task: Binary Classification. Given a drug SMILES string, predict its activity (active/inactive) in a high-throughput screening assay against a specified biological target.. Dataset: HIV replication inhibition screening data with 41,000+ compounds from the AIDS Antiviral Screen The drug is CC(=O)OCC1OC(n2cnc([N+](=O)[O-])c2Br)C(OC(C)=O)C1OC(C)=O. The result is 0 (inactive).